Dataset: Full USPTO retrosynthesis dataset with 1.9M reactions from patents (1976-2016). Task: Predict the reactants needed to synthesize the given product. The reactants are: C(OC([N:8]1[CH2:13][CH2:12][N:11]([CH2:14][CH2:15][CH2:16][S:17][C:18]2[S:19][CH:20]=[CH:21][CH:22]=2)[CH2:10][CH2:9]1)=O)(C)(C)C. Given the product [S:19]1[CH:20]=[CH:21][CH:22]=[C:18]1[S:17][CH2:16][CH2:15][CH2:14][N:11]1[CH2:12][CH2:13][NH:8][CH2:9][CH2:10]1, predict the reactants needed to synthesize it.